This data is from Full USPTO retrosynthesis dataset with 1.9M reactions from patents (1976-2016). The task is: Predict the reactants needed to synthesize the given product. (1) Given the product [CH3:40][O:39][C:35]1[CH:34]=[C:33]([CH:38]=[CH:37][CH:36]=1)[CH2:32][N:1]1[C:9]2[C:4](=[CH:5][CH:6]=[CH:7][C:8]=2[CH2:10][CH2:11][C:12]2[CH:21]=[CH:20][C:15]([C:16]([O:18][CH3:19])=[O:17])=[CH:14][CH:13]=2)[CH:3]=[CH:2]1, predict the reactants needed to synthesize it. The reactants are: [NH:1]1[C:9]2[C:4](=[CH:5][CH:6]=[CH:7][C:8]=2[CH2:10][CH2:11][C:12]2[CH:21]=[CH:20][C:15]([C:16]([O:18][CH3:19])=[O:17])=[CH:14][CH:13]=2)[CH2:3][CH2:2]1.IC1C=CC=C2C=1N([CH2:32][C:33]1[CH:38]=[CH:37][CH:36]=[C:35]([O:39][CH3:40])[CH:34]=1)C=C2.C(C1C=CC(C(OC)=O)=CC=1)=C. (2) Given the product [C:1]([O:5][C:6](=[O:26])[NH:7][CH:8]([C:18]1[CH:23]=[CH:22][C:21]([Cl:24])=[C:20]([Cl:25])[CH:19]=1)[C:9]([C:11]1[CH:16]=[CH:15][C:14]([C:34]2[CH:33]=[CH:32][CH:31]=[C:30]([N+:27]([O-:29])=[O:28])[CH:35]=2)=[CH:13][CH:12]=1)=[O:10])([CH3:4])([CH3:3])[CH3:2], predict the reactants needed to synthesize it. The reactants are: [C:1]([O:5][C:6](=[O:26])[NH:7][CH:8]([C:18]1[CH:23]=[CH:22][C:21]([Cl:24])=[C:20]([Cl:25])[CH:19]=1)[C:9]([C:11]1[CH:16]=[CH:15][C:14](I)=[CH:13][CH:12]=1)=[O:10])([CH3:4])([CH3:3])[CH3:2].[N+:27]([C:30]1[CH:31]=[C:32](B(O)O)[CH:33]=[CH:34][CH:35]=1)([O-:29])=[O:28]. (3) Given the product [NH2:23][C:20]1[N:21]=[CH:22][C:17]([C:3]2[CH:4]=[CH:5][C:6]([C:25]3[CH:30]=[CH:29][CH:28]=[CH:27][C:26]=3[NH:31][S:32]([CH2:35][CH3:36])(=[O:34])=[O:33])=[CH:7][C:2]=2[F:1])=[N:18][CH:19]=1, predict the reactants needed to synthesize it. The reactants are: [F:1][C:2]1[CH:7]=[C:6](B2OC(C)(C)C(C)(C)O2)[CH:5]=[CH:4][C:3]=1[C:17]1[N:18]=[CH:19][C:20]([NH2:23])=[N:21][CH:22]=1.Br[C:25]1[CH:30]=[CH:29][CH:28]=[CH:27][C:26]=1[NH:31][S:32]([CH2:35][CH3:36])(=[O:34])=[O:33]. (4) The reactants are: C[O:2][C@@H:3]1[CH2:8][CH2:7][C@H:6]([N:9]2[C:17](=[O:18])[NH:16][C:15]3[C:10]2=[N:11][C:12]([C:23]2[CH:28]=[CH:27][CH:26]=[C:25]([O:29][Si](C(C)C)(C(C)C)C(C)C)[CH:24]=2)=[N:13][C:14]=3[C:19]([O:21]C)=O)[CH2:5][CH2:4]1.[NH2:40]C1C(C(OC)=O)=NC(C2C=CC=C(O[Si](C(C)C)(C(C)C)C(C)C)C=2)=NC=1N[C@H]1CC[C@@H](OC)CC1. Given the product [OH:2][C@@H:3]1[CH2:4][CH2:5][C@H:6]([N:9]2[C:17](=[O:18])[NH:16][C:15]3[C:10]2=[N:11][C:12]([C:23]2[CH:28]=[CH:27][CH:26]=[C:25]([OH:29])[CH:24]=2)=[N:13][C:14]=3[C:19]([NH2:40])=[O:21])[CH2:7][CH2:8]1, predict the reactants needed to synthesize it. (5) Given the product [CH3:1][C:2]1[C:7]([N+:8]([O-:10])=[O:9])=[CH:6][CH:5]=[CH:4][C:3]=1[CH:11]=[CH:12][C:13]([O:15][CH2:16][CH3:17])=[O:14], predict the reactants needed to synthesize it. The reactants are: [CH3:1][C:2]1[C:7]([N+:8]([O-:10])=[O:9])=[CH:6][CH:5]=[CH:4][C:3]=1[CH:11](O)[CH2:12][C:13]([O:15][CH2:16][CH3:17])=[O:14].C(N(CC)CC)C.CS(Cl)(=O)=O.C1CCN2C(=NCCC2)CC1. (6) Given the product [C:1]([O:4][C@@H:5]1[C@@H:18]([O:19][C:20](=[O:22])[CH3:21])[C@H:17]([O:23][C:24](=[O:26])[CH3:25])[CH2:16][S:15][C@H:6]1[O:7][C:8]1[CH:13]=[CH:12][CH:11]=[C:10]([C:29]2[CH:28]=[N:27][CH:32]=[CH:31][CH:30]=2)[N:9]=1)(=[O:3])[CH3:2], predict the reactants needed to synthesize it. The reactants are: [C:1]([O:4][C@@H:5]1[C@@H:18]([O:19][C:20](=[O:22])[CH3:21])[C@H:17]([O:23][C:24](=[O:26])[CH3:25])[CH2:16][S:15][C@H:6]1[O:7][C:8]1[CH:13]=[CH:12][CH:11]=[C:10](Cl)[N:9]=1)(=[O:3])[CH3:2].[N:27]1[CH:32]=[CH:31][CH:30]=[C:29](B(O)O)[CH:28]=1. (7) Given the product [F:19][C:2]([F:1])([F:18])[C:3]([N:5]1[CH2:11][CH2:10][C:9]2[CH:12]=[C:13]([O:16][CH2:35][C:36]3[CH:41]=[CH:40][CH:39]=[CH:38][CH:37]=3)[CH:14]=[CH:15][C:8]=2[C@H:7]([CH3:17])[CH2:6]1)=[O:4], predict the reactants needed to synthesize it. The reactants are: [F:1][C:2]([F:19])([F:18])[C:3]([N:5]1[CH2:11][CH2:10][C:9]2[CH:12]=[C:13]([OH:16])[CH:14]=[CH:15][C:8]=2[C@H:7]([CH3:17])[CH2:6]1)=[O:4].C(N=P(N(C)C)(N(C)C)N(C)C)(C)(C)C.[CH2:35](Br)[C:36]1[CH:41]=[CH:40][CH:39]=[CH:38][CH:37]=1. (8) Given the product [Br:20][C:21]1[CH:30]=[CH:29][CH:28]=[C:27]2[C:22]=1[CH2:23][CH2:24][N:25]([S:14]([NH:8][C:6]1[S:7][C:3]([F:2])=[CH:4][N:5]=1)(=[O:16])=[O:15])[CH2:26]2, predict the reactants needed to synthesize it. The reactants are: Cl.[F:2][C:3]1[S:7][C:6]([NH2:8])=[N:5][CH:4]=1.N1C=CN=C1.[S:14](Cl)(Cl)(=[O:16])=[O:15].Cl.[Br:20][C:21]1[CH:30]=[CH:29][CH:28]=[C:27]2[C:22]=1[CH2:23][CH2:24][NH:25][CH2:26]2.CCN(C(C)C)C(C)C.C(O)(=O)CC(CC(O)=O)(C(O)=O)O.